Dataset: Peptide-MHC class I binding affinity with 185,985 pairs from IEDB/IMGT. Task: Regression. Given a peptide amino acid sequence and an MHC pseudo amino acid sequence, predict their binding affinity value. This is MHC class I binding data. (1) The peptide sequence is ALNATDPGA. The MHC is HLA-A02:06 with pseudo-sequence HLA-A02:06. The binding affinity (normalized) is 0.0906. (2) The MHC is HLA-A02:02 with pseudo-sequence HLA-A02:02. The peptide sequence is NVMLVTLPV. The binding affinity (normalized) is 0.561. (3) The peptide sequence is WPWNAREDV. The MHC is HLA-A31:01 with pseudo-sequence HLA-A31:01. The binding affinity (normalized) is 0.0847. (4) The peptide sequence is IHSDQLSKF. The MHC is HLA-A26:01 with pseudo-sequence HLA-A26:01. The binding affinity (normalized) is 0.0847. (5) The peptide sequence is SRLKPSSFK. The MHC is HLA-A02:01 with pseudo-sequence HLA-A02:01. The binding affinity (normalized) is 0. (6) The peptide sequence is VVSEIDLQW. The MHC is HLA-A25:01 with pseudo-sequence HLA-A25:01. The binding affinity (normalized) is 0.0847. (7) The peptide sequence is TSRNNHLPA. The MHC is HLA-A30:01 with pseudo-sequence HLA-A30:01. The binding affinity (normalized) is 0.748. (8) The peptide sequence is DVKDSSLLNN. The MHC is H-2-Kb with pseudo-sequence H-2-Kb. The binding affinity (normalized) is 0.191.